Dataset: HIV replication inhibition screening data with 41,000+ compounds from the AIDS Antiviral Screen. Task: Binary Classification. Given a drug SMILES string, predict its activity (active/inactive) in a high-throughput screening assay against a specified biological target. The compound is CCOC(=O)C=C1Nc2ccccc2-n2nnnc21. The result is 0 (inactive).